This data is from Reaction yield outcomes from USPTO patents with 853,638 reactions. The task is: Predict the reaction yield, written as a fraction of the theoretical maximum amount of product (1.0 means a 100% yield; for example, 0.34 means a 34% yield). (1) The reactants are [F:1][C:2]1[CH:7]=[CH:6][CH:5]=[C:4]([F:8])[C:3]=1[N:9]1[C:14]2[N:15]=[C:16]([S:29][CH3:30])[N:17]=[C:18]([C:19]3[CH:20]=[C:21]([CH:25]=[CH:26][C:27]=3[CH3:28])[C:22]([OH:24])=O)[C:13]=2[CH:12]=[CH:11][C:10]1=[O:31].CCN(C(C)C)C(C)C.CN(C(ON1N=NC2C=CC=NC1=2)=[N+](C)C)C.F[P-](F)(F)(F)(F)F.[NH2:65][C:66]1[S:67][CH:68]=[CH:69][N:70]=1. The catalyst is CN(C=O)C.O. The product is [F:8][C:4]1[CH:5]=[CH:6][CH:7]=[C:2]([F:1])[C:3]=1[N:9]1[C:14]2[N:15]=[C:16]([S:29][CH3:30])[N:17]=[C:18]([C:19]3[CH:20]=[C:21]([CH:25]=[CH:26][C:27]=3[CH3:28])[C:22]([NH:65][C:66]3[S:67][CH:68]=[CH:69][N:70]=3)=[O:24])[C:13]=2[CH:12]=[CH:11][C:10]1=[O:31]. The yield is 0.810. (2) The reactants are Cl.[NH2:2][CH:3]1[CH2:9][C:8]([CH3:11])([CH3:10])[CH2:7][N:6]([S:12]([C:15]2[CH:20]=[CH:19][CH:18]=[CH:17][N:16]=2)(=[O:14])=[O:13])[CH2:5][CH:4]1[OH:21].[NH:22]([C:31]([O:33]C(C)(C)C)=O)[C@H:23]([C:28]([OH:30])=O)[CH2:24][CH:25]([CH3:27])[CH3:26].CN(C(ON1N=N[C:48]2[CH:49]=[CH:50][CH:51]=[CH:52][C:47]1=2)=[N+](C)C)C.F[P-](F)(F)(F)(F)F.CN1CC[O:66][CH2:65][CH2:64]1. The catalyst is CN(C=O)C. The product is [CH3:10][C:8]1([CH3:11])[CH2:7][N:6]([S:12]([C:15]2[CH:20]=[CH:19][CH:18]=[CH:17][N:16]=2)(=[O:14])=[O:13])[CH2:5][C:4](=[O:21])[CH:3]([NH:2][C:28]([C@@H:23]([NH:22][C:31]([C:65]2[O:66][C:47]3[CH:52]=[CH:51][CH:50]=[CH:49][C:48]=3[CH:64]=2)=[O:33])[CH2:24][CH:25]([CH3:26])[CH3:27])=[O:30])[CH2:9]1. The yield is 0.720. (3) The reactants are C(OC(=O)C)C.[ClH:7].P(O[CH2:21][N:22]1[C:31]2[C:26](=[C:27]([F:36])[CH:28]=[CH:29][C:30]=2[O:32][CH2:33][CH2:34][CH3:35])[C:25](=[O:37])[C:24]([C:38]2[CH:43]=[CH:42][C:41]([O:44][CH3:45])=[CH:40][CH:39]=2)=[CH:23]1)(OC(C)(C)C)(OC(C)(C)C)=O. The catalyst is C(OCC)(=O)C. The product is [Cl:7][CH2:21][N:22]1[C:31]2[C:26](=[C:27]([F:36])[CH:28]=[CH:29][C:30]=2[O:32][CH2:33][CH2:34][CH3:35])[C:25](=[O:37])[C:24]([C:38]2[CH:43]=[CH:42][C:41]([O:44][CH3:45])=[CH:40][CH:39]=2)=[CH:23]1. The yield is 0.920. (4) The reactants are [CH2:1]([C:8]1[O:9][C:10]([CH3:27])=[C:11]([CH3:26])[C:12]=1[C:13]([C:15]1[CH:20]=[C:19]([CH2:21][CH3:22])[C:18]([OH:23])=[C:17]([CH2:24][CH3:25])[CH:16]=1)=[O:14])[C:2]1[CH:7]=[CH:6][CH:5]=[CH:4][CH:3]=1.Cl[S:29]([C:32]1[CH:40]=[CH:39][C:35]([C:36]([OH:38])=[O:37])=[C:34]([OH:41])[CH:33]=1)(=[O:31])=[O:30]. No catalyst specified. The product is [CH2:1]([C:8]1[O:9][C:10]([CH3:27])=[C:11]([CH3:26])[C:12]=1[C:13]([C:15]1[CH:16]=[C:17]([CH2:24][CH3:25])[C:18]([O:23][S:29]([C:32]2[CH:40]=[CH:39][C:35]([C:36]([OH:38])=[O:37])=[C:34]([OH:41])[CH:33]=2)(=[O:31])=[O:30])=[C:19]([CH2:21][CH3:22])[CH:20]=1)=[O:14])[C:2]1[CH:3]=[CH:4][CH:5]=[CH:6][CH:7]=1. The yield is 0.320.